From a dataset of Peptide-MHC class I binding affinity with 185,985 pairs from IEDB/IMGT. Regression. Given a peptide amino acid sequence and an MHC pseudo amino acid sequence, predict their binding affinity value. This is MHC class I binding data. (1) The peptide sequence is PALKSEEKTL. The MHC is H-2-Kd with pseudo-sequence H-2-Kd. The binding affinity (normalized) is 0.0240. (2) The peptide sequence is VISKIYTLIY. The MHC is HLA-A68:01 with pseudo-sequence HLA-A68:01. The binding affinity (normalized) is 0.308. (3) The peptide sequence is AVFIHNFKRK. The MHC is HLA-A30:02 with pseudo-sequence HLA-A30:02. The binding affinity (normalized) is 0.250. (4) The peptide sequence is CNPLNPFV. The MHC is Mamu-B01 with pseudo-sequence Mamu-B01. The binding affinity (normalized) is 0. (5) The peptide sequence is LALMDLLMF. The MHC is H-2-Kb with pseudo-sequence H-2-Kb. The binding affinity (normalized) is 0.150. (6) The peptide sequence is KTIQGGLGW. The MHC is HLA-B35:01 with pseudo-sequence HLA-B35:01. The binding affinity (normalized) is 0.0847.